Dataset: Full USPTO retrosynthesis dataset with 1.9M reactions from patents (1976-2016). Task: Predict the reactants needed to synthesize the given product. Given the product [CH3:1][N:2]1[C:6]([C:7]2[CH:8]=[CH:9][CH:10]=[CH:11][CH:12]=2)=[N:5][N:4]=[C:3]1[CH2:13][CH2:14][CH2:15][CH2:16][CH2:17][OH:27], predict the reactants needed to synthesize it. The reactants are: [CH3:1][N:2]1[C:6]([C:7]2[CH:12]=[CH:11][CH:10]=[CH:9][CH:8]=2)=[N:5][N:4]=[C:3]1[CH2:13][CH2:14][CH2:15][CH:16]=[CH2:17].B1C2CCCC1CCC2.[OH-:27].[Na+].OO.